Dataset: NCI-60 drug combinations with 297,098 pairs across 59 cell lines. Task: Regression. Given two drug SMILES strings and cell line genomic features, predict the synergy score measuring deviation from expected non-interaction effect. (1) Drug 1: CC(CN1CC(=O)NC(=O)C1)N2CC(=O)NC(=O)C2. Drug 2: CC1=C(C(CCC1)(C)C)C=CC(=CC=CC(=CC(=O)O)C)C. Cell line: HL-60(TB). Synergy scores: CSS=56.0, Synergy_ZIP=-13.1, Synergy_Bliss=-22.3, Synergy_Loewe=-17.7, Synergy_HSA=-16.9. (2) Drug 1: CC1C(C(CC(O1)OC2CC(CC3=C2C(=C4C(=C3O)C(=O)C5=C(C4=O)C(=CC=C5)OC)O)(C(=O)C)O)N)O.Cl. Drug 2: CC(C1=C(C=CC(=C1Cl)F)Cl)OC2=C(N=CC(=C2)C3=CN(N=C3)C4CCNCC4)N. Cell line: CAKI-1. Synergy scores: CSS=37.8, Synergy_ZIP=-9.01, Synergy_Bliss=-7.42, Synergy_Loewe=-27.8, Synergy_HSA=-3.77. (3) Drug 1: C1CC(C1)(C(=O)O)C(=O)O.[NH2-].[NH2-].[Pt+2]. Drug 2: CC(C)(C1=NC(=CC=C1)N2C3=NC(=NC=C3C(=O)N2CC=C)NC4=CC=C(C=C4)N5CCN(CC5)C)O. Cell line: T-47D. Synergy scores: CSS=14.6, Synergy_ZIP=-2.47, Synergy_Bliss=-0.226, Synergy_Loewe=2.65, Synergy_HSA=2.96. (4) Drug 1: CCC1(CC2CC(C3=C(CCN(C2)C1)C4=CC=CC=C4N3)(C5=C(C=C6C(=C5)C78CCN9C7C(C=CC9)(C(C(C8N6C)(C(=O)OC)O)OC(=O)C)CC)OC)C(=O)OC)O.OS(=O)(=O)O. Drug 2: C(CC(=O)O)C(=O)CN.Cl. Cell line: U251. Synergy scores: CSS=9.27, Synergy_ZIP=-3.64, Synergy_Bliss=-0.463, Synergy_Loewe=0.443, Synergy_HSA=1.11. (5) Drug 1: CCCS(=O)(=O)NC1=C(C(=C(C=C1)F)C(=O)C2=CNC3=C2C=C(C=N3)C4=CC=C(C=C4)Cl)F. Drug 2: C1CCC(C1)C(CC#N)N2C=C(C=N2)C3=C4C=CNC4=NC=N3. Cell line: KM12. Synergy scores: CSS=29.0, Synergy_ZIP=2.99, Synergy_Bliss=3.39, Synergy_Loewe=-15.2, Synergy_HSA=0.849.